From a dataset of NCI-60 drug combinations with 297,098 pairs across 59 cell lines. Regression. Given two drug SMILES strings and cell line genomic features, predict the synergy score measuring deviation from expected non-interaction effect. (1) Drug 1: CC1=C(C=C(C=C1)NC2=NC=CC(=N2)N(C)C3=CC4=NN(C(=C4C=C3)C)C)S(=O)(=O)N.Cl. Drug 2: C1CNP(=O)(OC1)N(CCCl)CCCl. Cell line: MALME-3M. Synergy scores: CSS=5.05, Synergy_ZIP=-1.92, Synergy_Bliss=-3.04, Synergy_Loewe=-1.97, Synergy_HSA=-1.29. (2) Drug 1: COC1=CC(=CC(=C1O)OC)C2C3C(COC3=O)C(C4=CC5=C(C=C24)OCO5)OC6C(C(C7C(O6)COC(O7)C8=CC=CS8)O)O. Drug 2: CC1C(C(=O)NC(C(=O)N2CCCC2C(=O)N(CC(=O)N(C(C(=O)O1)C(C)C)C)C)C(C)C)NC(=O)C3=C4C(=C(C=C3)C)OC5=C(C(=O)C(=C(C5=N4)C(=O)NC6C(OC(=O)C(N(C(=O)CN(C(=O)C7CCCN7C(=O)C(NC6=O)C(C)C)C)C)C(C)C)C)N)C. Cell line: TK-10. Synergy scores: CSS=1.97, Synergy_ZIP=-6.27, Synergy_Bliss=-4.83, Synergy_Loewe=-6.64, Synergy_HSA=-6.28. (3) Drug 1: CC1CCCC2(C(O2)CC(NC(=O)CC(C(C(=O)C(C1O)C)(C)C)O)C(=CC3=CSC(=N3)C)C)C. Drug 2: B(C(CC(C)C)NC(=O)C(CC1=CC=CC=C1)NC(=O)C2=NC=CN=C2)(O)O. Cell line: NCI-H226. Synergy scores: CSS=71.1, Synergy_ZIP=1.40, Synergy_Bliss=1.22, Synergy_Loewe=0.468, Synergy_HSA=1.40.